From a dataset of Reaction yield outcomes from USPTO patents with 853,638 reactions. Predict the reaction yield, written as a fraction of the theoretical maximum amount of product (1.0 means a 100% yield; for example, 0.34 means a 34% yield). (1) The reactants are F[B-](F)(F)F.C(P(C(C)(C)C)C(C)(C)C)(C)(C)C.CC(C)([O-])C.[Na+].[O:25]1CCO[CH:26]1[C:30]1[CH:39]=[CH:38][CH:37]=[C:36]2[C:31]=1[CH2:32][CH2:33][C:34](=[O:48])[N:35]2[CH2:40][CH2:41][CH:42]1[CH2:47][CH2:46][NH:45][CH2:44][CH2:43]1.Br[C:50]1[CH:55]=[CH:54][C:53]([C:56]2[CH:61]=[CH:60][CH:59]=[CH:58][CH:57]=2)=[CH:52][CH:51]=1. The catalyst is C([O-])(=O)C.[Pd+2].C([O-])(=O)C.C(OCC)(=O)C.O.C1(C)C=CC=CC=1. The product is [C:53]1([C:56]2[CH:61]=[CH:60][CH:59]=[CH:58][CH:57]=2)[CH:54]=[CH:55][C:50]([N:45]2[CH2:44][CH2:43][CH:42]([CH2:41][CH2:40][N:35]3[C:36]4[CH:37]=[CH:38][CH:39]=[C:30]([CH:26]=[O:25])[C:31]=4[CH2:32][CH2:33][C:34]3=[O:48])[CH2:47][CH2:46]2)=[CH:51][CH:52]=1. The yield is 0.321. (2) The catalyst is CN(C=O)C. The product is [P:44]([O:25][C:22]([C:19]1[N:18]=[CH:17][C:16]([C:14]2[C:13]([F:26])=[C:12]([C@H:27]3[CH2:31][CH2:30][CH2:29][O:28]3)[C:10]3[NH:11][C:7]([NH:6][C:4]([NH:3][CH2:1][CH3:2])=[O:5])=[N:8][C:9]=3[CH:15]=2)=[CH:21][N:20]=1)([CH3:24])[CH3:23])([O:45][CH2:46][C:47]1[CH:48]=[CH:49][CH:50]=[CH:51][CH:52]=1)([O:53][CH2:54][C:55]1[CH:56]=[CH:57][CH:58]=[CH:59][CH:60]=1)=[O:69]. The yield is 0.853. The reactants are [CH2:1]([NH:3][C:4]([NH:6][C:7]1[NH:11][C:10]2[C:12]([C@H:27]3[CH2:31][CH2:30][CH2:29][O:28]3)=[C:13]([F:26])[C:14]([C:16]3[CH:17]=[N:18][C:19]([C:22]([OH:25])([CH3:24])[CH3:23])=[N:20][CH:21]=3)=[CH:15][C:9]=2[N:8]=1)=[O:5])[CH3:2].N1C=NN=N1.CC(N([P:44]([O:53][CH2:54][C:55]1[CH:60]=[CH:59][CH:58]=[CH:57][CH:56]=1)[O:45][CH2:46][C:47]1[CH:52]=[CH:51][CH:50]=[CH:49][CH:48]=1)C(C)C)C.C1C=C(Cl)C=C(C(OO)=[O:69])C=1. (3) The reactants are Cl.[NH2:2][C@@H:3]1[CH2:12][CH2:11][CH2:10][C:9]2[C:8]([C:13]3[N:17]=[C:16]([C:18]4[CH:19]=[CH:20][C:21]([O:26][CH:27]([CH3:29])[CH3:28])=[C:22]([CH:25]=4)[C:23]#[N:24])[O:15][N:14]=3)=[CH:7][CH:6]=[CH:5][C:4]1=2.Cl[CH2:31][CH2:32][S:33](Cl)(=[O:35])=[O:34]. The catalyst is C(Cl)Cl. The yield is 0.750. The product is [C:23]([C:22]1[CH:25]=[C:18]([C:16]2[O:15][N:14]=[C:13]([C:8]3[CH:7]=[CH:6][CH:5]=[C:4]4[C:9]=3[CH2:10][CH2:11][CH2:12][C@H:3]4[NH:2][S:33]([CH:32]=[CH2:31])(=[O:35])=[O:34])[N:17]=2)[CH:19]=[CH:20][C:21]=1[O:26][CH:27]([CH3:29])[CH3:28])#[N:24]. (4) The reactants are C[O:2][C:3](=[O:15])[C:4]1[CH:9]=[C:8](F)[C:7]([N+:11]([O-:13])=[O:12])=[CH:6][C:5]=1[F:14].[OH-:16].[K+].[CH3:18]O. The yield is 1.00. No catalyst specified. The product is [F:14][C:5]1[CH:6]=[C:7]([N+:11]([O-:13])=[O:12])[C:8]([O:16][CH3:18])=[CH:9][C:4]=1[C:3]([OH:2])=[O:15]. (5) The reactants are Br[C:2]1[S:3][C:4]([NH:12][C:13]([O:15][C:16]([CH3:19])([CH3:18])[CH3:17])=[O:14])=[C:5]([C:7]([O:9][CH2:10][CH3:11])=[O:8])[N:6]=1.[F:20][C:21]1[CH:22]=[C:23]([C:37]2(O)[CH2:42][CH2:41][O:40][CH2:39][CH2:38]2)[CH:24]=[C:25]([F:36])[C:26]=1B1OC(C)(C)C(C)(C)O1. No catalyst specified. The product is [C:16]([O:15][C:13]([NH:12][C:4]1[S:3][C:2]([C:26]2[C:25]([F:36])=[CH:24][C:23]([CH:37]3[CH2:38][CH2:39][O:40][CH2:41][CH2:42]3)=[CH:22][C:21]=2[F:20])=[N:6][C:5]=1[C:7]([O:9][CH2:10][CH3:11])=[O:8])=[O:14])([CH3:19])([CH3:18])[CH3:17]. The yield is 0.700. (6) The reactants are [OH:1][CH2:2][CH2:3][CH:4]1[N:9]2[CH:10]=[C:11]([C:13]3[CH:18]=[CH:17][CH:16]=[C:15]([Cl:19])[CH:14]=3)[CH:12]=[C:8]2[C:7](=[O:20])[NH:6][CH2:5]1.[S:21](Cl)([CH3:24])(=[O:23])=[O:22].O. The catalyst is C(Cl)Cl. The product is [CH3:24][S:21]([O:1][CH2:2][CH2:3][CH:4]1[N:9]2[CH:10]=[C:11]([C:13]3[CH:18]=[CH:17][CH:16]=[C:15]([Cl:19])[CH:14]=3)[CH:12]=[C:8]2[C:7](=[O:20])[NH:6][CH2:5]1)(=[O:23])=[O:22]. The yield is 0.970.